This data is from Catalyst prediction with 721,799 reactions and 888 catalyst types from USPTO. The task is: Predict which catalyst facilitates the given reaction. (1) Reactant: [CH3:1][C@@H:2]1[CH2:7][NH:6][CH2:5][CH2:4][NH:3]1.Cl[C:9]1[CH:14]=[CH:13][CH:12]=[CH:11][N:10]=1. Product: [CH3:1][C@H:2]1[NH:3][CH2:4][CH2:5][N:6]([C:9]2[CH:14]=[CH:13][CH:12]=[CH:11][N:10]=2)[CH2:7]1. The catalyst class is: 113. (2) Reactant: [Cl:1][C:2]1[CH:24]=[C:23]([O:25][CH2:26][CH:27]=[C:28]([Cl:30])[Cl:29])[CH:22]=[C:21]([Cl:31])[C:3]=1[O:4][CH2:5][CH2:6][CH2:7][O:8][C:9]1[CH:14]=[CH:13][C:12]([C:15]2[NH:19][C:18](=O)[O:17][N:16]=2)=[CH:11][CH:10]=1.P(Cl)(Cl)([Cl:34])=O. Product: [Cl:34][C:18]1[O:17][N:16]=[C:15]([C:12]2[CH:11]=[CH:10][C:9]([O:8][CH2:7][CH2:6][CH2:5][O:4][C:3]3[C:21]([Cl:31])=[CH:22][C:23]([O:25][CH2:26][CH:27]=[C:28]([Cl:29])[Cl:30])=[CH:24][C:2]=3[Cl:1])=[CH:14][CH:13]=2)[N:19]=1. The catalyst class is: 17. (3) Reactant: N.[C:2]([OH:11])(=[O:10])/[CH:3]=[CH:4]/[CH:5]=[CH:6]/[C:7]([OH:9])=[O:8]. The catalyst class is: 12. Product: [C:2]([OH:11])(=[O:10])[CH2:3][CH2:4][CH2:5][CH2:6][C:7]([OH:9])=[O:8]. (4) Reactant: [C:1]([O:5][C:6]([CH:8]([CH2:12][C:13]1[CH:18]=[CH:17][C:16]([C:19]([F:22])([F:21])[F:20])=[CH:15][CH:14]=1)[C:9]([O-:11])=[O:10])=[O:7])([CH3:4])([CH3:3])[CH3:2].[Li+].[OH-].Cl. Product: [C:1]([O:5][C:6]([C@@H:8]([CH2:12][C:13]1[CH:18]=[CH:17][C:16]([C:19]([F:20])([F:21])[F:22])=[CH:15][CH:14]=1)[C:9]([OH:11])=[O:10])=[O:7])([CH3:4])([CH3:2])[CH3:3]. The catalyst class is: 1. (5) Reactant: [OH:1][C:2]1[CH:9]=[CH:8][C:5]([CH:6]=[O:7])=[CH:4][CH:3]=1.Br[CH2:11][CH2:12][C:13]([Cl:15])=O.C(=O)([O-])[O-].[K+].[K+]. The catalyst class is: 21. Product: [Cl:15][CH2:13][CH2:12][CH2:11][O:1][C:2]1[CH:9]=[CH:8][C:5]([CH:6]=[O:7])=[CH:4][CH:3]=1.